Dataset: Reaction yield outcomes from USPTO patents with 853,638 reactions. Task: Predict the reaction yield, written as a fraction of the theoretical maximum amount of product (1.0 means a 100% yield; for example, 0.34 means a 34% yield). The reactants are [NH2:1][C@H:2]1[CH2:6][CH2:5][NH:4][CH2:3]1.Br[C:8]1[S:9][C:10]([C:14]([O:16][CH2:17][CH3:18])=[O:15])=[C:11]([CH3:13])[N:12]=1.C(N(C(C)C)CC)(C)C. The catalyst is CN(C=O)C.C(OCC)(=O)C. The product is [NH2:1][C@H:2]1[CH2:6][CH2:5][N:4]([C:8]2[S:9][C:10]([C:14]([O:16][CH2:17][CH3:18])=[O:15])=[C:11]([CH3:13])[N:12]=2)[CH2:3]1. The yield is 0.840.